The task is: Regression. Given two drug SMILES strings and cell line genomic features, predict the synergy score measuring deviation from expected non-interaction effect.. This data is from NCI-60 drug combinations with 297,098 pairs across 59 cell lines. (1) Drug 1: CC12CCC3C(C1CCC2OP(=O)(O)O)CCC4=C3C=CC(=C4)OC(=O)N(CCCl)CCCl.[Na+]. Drug 2: N.N.Cl[Pt+2]Cl. Cell line: SR. Synergy scores: CSS=35.7, Synergy_ZIP=-3.27, Synergy_Bliss=-5.24, Synergy_Loewe=-19.1, Synergy_HSA=-3.21. (2) Drug 1: CCCS(=O)(=O)NC1=C(C(=C(C=C1)F)C(=O)C2=CNC3=C2C=C(C=N3)C4=CC=C(C=C4)Cl)F. Drug 2: B(C(CC(C)C)NC(=O)C(CC1=CC=CC=C1)NC(=O)C2=NC=CN=C2)(O)O. Cell line: KM12. Synergy scores: CSS=-9.23, Synergy_ZIP=0.337, Synergy_Bliss=-6.82, Synergy_Loewe=-7.75, Synergy_HSA=-10.0. (3) Drug 1: CC1=C(C(=CC=C1)Cl)NC(=O)C2=CN=C(S2)NC3=CC(=NC(=N3)C)N4CCN(CC4)CCO. Drug 2: CCN(CC)CCNC(=O)C1=C(NC(=C1C)C=C2C3=C(C=CC(=C3)F)NC2=O)C. Cell line: IGROV1. Synergy scores: CSS=22.9, Synergy_ZIP=2.94, Synergy_Bliss=9.41, Synergy_Loewe=1.39, Synergy_HSA=6.30. (4) Drug 1: CC1CCC2CC(C(=CC=CC=CC(CC(C(=O)C(C(C(=CC(C(=O)CC(OC(=O)C3CCCCN3C(=O)C(=O)C1(O2)O)C(C)CC4CCC(C(C4)OC)OCCO)C)C)O)OC)C)C)C)OC. Drug 2: C1=CN(C=N1)CC(O)(P(=O)(O)O)P(=O)(O)O. Cell line: OVCAR3. Synergy scores: CSS=15.8, Synergy_ZIP=-5.85, Synergy_Bliss=-0.941, Synergy_Loewe=-1.36, Synergy_HSA=2.18. (5) Drug 1: C1CN1C2=NC(=NC(=N2)N3CC3)N4CC4. Drug 2: C1CCC(C(C1)N)N.C(=O)(C(=O)[O-])[O-].[Pt+4]. Cell line: 786-0. Synergy scores: CSS=55.1, Synergy_ZIP=-5.47, Synergy_Bliss=-3.93, Synergy_Loewe=-12.4, Synergy_HSA=0.370. (6) Drug 1: C1CN1C2=NC(=NC(=N2)N3CC3)N4CC4. Drug 2: C1=NC2=C(N1)C(=S)N=C(N2)N. Cell line: U251. Synergy scores: CSS=44.9, Synergy_ZIP=-3.47, Synergy_Bliss=-3.99, Synergy_Loewe=-1.99, Synergy_HSA=1.77. (7) Drug 1: C1=NC2=C(N1)C(=S)N=C(N2)N. Drug 2: CC1=C(C=C(C=C1)NC(=O)C2=CC=C(C=C2)CN3CCN(CC3)C)NC4=NC=CC(=N4)C5=CN=CC=C5. Cell line: CAKI-1. Synergy scores: CSS=48.2, Synergy_ZIP=8.99, Synergy_Bliss=9.00, Synergy_Loewe=-6.04, Synergy_HSA=4.30. (8) Drug 1: CCC1(C2=C(COC1=O)C(=O)N3CC4=CC5=C(C=CC(=C5CN(C)C)O)N=C4C3=C2)O.Cl. Drug 2: B(C(CC(C)C)NC(=O)C(CC1=CC=CC=C1)NC(=O)C2=NC=CN=C2)(O)O. Cell line: SF-295. Synergy scores: CSS=40.5, Synergy_ZIP=-1.46, Synergy_Bliss=-4.94, Synergy_Loewe=-9.81, Synergy_HSA=-4.42. (9) Drug 1: C1=CN(C(=O)N=C1N)C2C(C(C(O2)CO)O)O.Cl. Drug 2: C#CCC(CC1=CN=C2C(=N1)C(=NC(=N2)N)N)C3=CC=C(C=C3)C(=O)NC(CCC(=O)O)C(=O)O. Cell line: OVCAR-5. Synergy scores: CSS=63.4, Synergy_ZIP=-1.43, Synergy_Bliss=-4.58, Synergy_Loewe=-4.19, Synergy_HSA=-1.68. (10) Drug 1: CC1=C(C=C(C=C1)NC2=NC=CC(=N2)N(C)C3=CC4=NN(C(=C4C=C3)C)C)S(=O)(=O)N.Cl. Drug 2: C1CC(=O)NC(=O)C1N2C(=O)C3=CC=CC=C3C2=O. Cell line: HT29. Synergy scores: CSS=-2.31, Synergy_ZIP=1.44, Synergy_Bliss=1.48, Synergy_Loewe=-0.929, Synergy_HSA=-1.17.